Dataset: Catalyst prediction with 721,799 reactions and 888 catalyst types from USPTO. Task: Predict which catalyst facilitates the given reaction. (1) Reactant: C(OC(=O)[NH:7][CH2:8][C:9]1[CH:14]=[CH:13][CH:12]=[C:11]([C:15]2[CH:16]=[N:17][C:18]([C:21]([F:24])([F:23])[F:22])=[N:19][CH:20]=2)[CH:10]=1)(C)(C)C.FC(F)(F)C(O)=O. Product: [F:24][C:21]([F:22])([F:23])[C:18]1[N:17]=[CH:16][C:15]([C:11]2[CH:10]=[C:9]([CH:14]=[CH:13][CH:12]=2)[CH2:8][NH2:7])=[CH:20][N:19]=1. The catalyst class is: 2. (2) The catalyst class is: 7. Product: [Cl:12][C:11]1[CH:10]=[CH:9][C:4]([C:5]([O:7][CH3:8])=[O:6])=[C:3]([NH:13][CH2:14][CH2:15][CH2:16][CH2:17][OH:18])[C:2]=1[NH:1][NH:28][CH2:21][CH:20]([Cl:19])[CH2:25][CH2:24][OH:26]. Reactant: [NH2:1][C:2]1[C:3]([NH:13][CH2:14][CH2:15][CH2:16][CH2:17][OH:18])=[C:4]([CH:9]=[CH:10][C:11]=1[Cl:12])[C:5]([O:7][CH3:8])=[O:6].[Cl:19][C:20]1[CH:25]=[C:24]([O:26]C)C=C[C:21]=1[N:28]=C=S. (3) Reactant: [H-].[Na+].[CH2:3]([OH:7])[CH2:4][C:5]#[CH:6].Cl[CH2:9][C:10]([N:12]1[CH2:31][CH2:30][C:15]2[N:16]=[C:17]([NH:20][CH:21]3[CH2:29][C:28]4[C:23](=[CH:24][CH:25]=[CH:26][CH:27]=4)[CH2:22]3)[N:18]=[CH:19][C:14]=2[CH2:13]1)=[O:11].C(=O)(O)[O-].[Na+]. Product: [CH2:3]([O:7][CH2:9][C:10]([N:12]1[CH2:31][CH2:30][C:15]2[N:16]=[C:17]([NH:20][CH:21]3[CH2:22][C:23]4[C:28](=[CH:27][CH:26]=[CH:25][CH:24]=4)[CH2:29]3)[N:18]=[CH:19][C:14]=2[CH2:13]1)=[O:11])[CH2:4][C:5]#[CH:6]. The catalyst class is: 7. (4) Reactant: [CH3:1][O:2][C:3]1[CH:12]=[N:11][C:10]2[C:5](=[C:6]([CH:13]3[CH2:15][O:14]3)[CH:7]=[CH:8][CH:9]=2)[N:4]=1.[C:16]([O:20][C:21](=[O:30])[NH:22][CH2:23][CH:24]1[CH2:29][CH2:28][CH2:27][NH:26][CH2:25]1)([CH3:19])([CH3:18])[CH3:17].Cl([O-])(=O)(=O)=O.[Li+]. Product: [C:16]([O:20][C:21](=[O:30])[NH:22][CH2:23][CH:24]1[CH2:29][CH2:28][CH2:27][N:26]([CH2:15][CH:13]([OH:14])[C:6]2[CH:7]=[CH:8][CH:9]=[C:10]3[C:5]=2[N:4]=[C:3]([O:2][CH3:1])[CH:12]=[N:11]3)[CH2:25]1)([CH3:19])([CH3:17])[CH3:18]. The catalyst class is: 18. (5) Reactant: [CH3:1][CH:2](O)[CH3:3].[CH3:5]CO[Si](OCC)(OCC)OCC.[C:18]1([Si:24]([O:31][CH2:32][CH3:33])(OCC)OCC)[CH:23]=[CH:22][CH:21]=[CH:20][CH:19]=1.[N+]([O-])(O)=O.[CH2:38]([OH:42])[CH2:39][CH2:40]C.C(O)C.[OH2:46]. Product: [C:18]1([Si:24]([O:42][CH2:38][CH2:39][CH3:40])([O:31][CH2:32][CH2:33][CH3:5])[O:46][CH2:1][CH2:2][CH3:3])[CH:19]=[CH:20][CH:21]=[CH:22][CH:23]=1. The catalyst class is: 21. (6) Reactant: [CH2:1]([N:8]([CH2:12][C:13]1[CH:18]=[CH:17][CH:16]=[CH:15][CH:14]=1)[C:9](Cl)=[O:10])[C:2]1[CH:7]=[CH:6][CH:5]=[CH:4][CH:3]=1.[CH2:19]1[N:24]([CH2:25][CH2:26][CH2:27][CH2:28][O:29][C:30]2[CH:35]=[CH:34][C:33]3[CH:36]=[CH:37][C:38]([NH:40][C:32]=3[CH:31]=2)=[O:39])[CH2:23][CH2:22][N:21]([C:41]2[CH:46]=[CH:45][CH:44]=[C:43]([Cl:47])[C:42]=2[Cl:48])[CH2:20]1. Product: [CH2:12]([N:8]([CH2:1][C:2]1[CH:7]=[CH:6][CH:5]=[CH:4][CH:3]=1)[C:9](=[O:10])[O:39][C:38]1[CH:37]=[CH:36][C:33]2[C:32](=[CH:31][C:30]([O:29][CH2:28][CH2:27][CH2:26][CH2:25][N:24]3[CH2:23][CH2:22][N:21]([C:41]4[CH:46]=[CH:45][CH:44]=[C:43]([Cl:47])[C:42]=4[Cl:48])[CH2:20][CH2:19]3)=[CH:35][CH:34]=2)[N:40]=1)[C:13]1[CH:14]=[CH:15][CH:16]=[CH:17][CH:18]=1. The catalyst class is: 17. (7) Reactant: [F:1][C:2]1[CH:3]=[CH:4][CH:5]=[C:6]2[C:10]=1[NH:9][C:8](=[O:11])[C:7]2=[O:12].[N+:13]([CH3:16])([O-:15])=[O:14]. Product: [F:1][C:2]1[CH:3]=[CH:4][CH:5]=[C:6]2[C:10]=1[NH:9][C:8](=[O:11])[C:7]2([OH:12])[CH2:16][N+:13]([O-:15])=[O:14]. The catalyst class is: 6. (8) Reactant: [CH3:1][N:2]1[C:7](=[O:8])[CH:6]=[CH:5][C:4]([C:9](=[O:27])[CH2:10][C@H:11]([C:19]2[CH:26]=[CH:25][C:22]([C:23]#[N:24])=[CH:21][CH:20]=2)[C:12]2[CH:17]=[CH:16][CH:15]=[CH:14][C:13]=2[CH3:18])=[CH:3]1.[N-:28]=[N+:29]=[N-:30].[Na+].[Cl-].[NH4+]. Product: [NH:28]1[C:23]([C:22]2[CH:21]=[CH:20][C:19]([C@H:11]([C:12]3[CH:17]=[CH:16][CH:15]=[CH:14][C:13]=3[CH3:18])[CH2:10][C:9]([C:4]3[CH:5]=[CH:6][C:7](=[O:8])[N:2]([CH3:1])[CH:3]=3)=[O:27])=[CH:26][CH:25]=2)=[N:24][N:30]=[N:29]1. The catalyst class is: 9. (9) Reactant: [C:1]([NH:9][C:10]1[N:15]=[CH:14][C:13]([CH:16]([CH3:20])[C:17]([OH:19])=O)=[CH:12][CH:11]=1)(=[O:8])[C:2]1[CH:7]=[CH:6][CH:5]=[CH:4][CH:3]=1.ON1C2C=CC=CC=2N=N1.C(N=C=NCCCN(C)C)C.C(N(CC)CC)C.[C:49]([C:53]1[CH:57]=[C:56]([CH2:58][NH2:59])[N:55]([C:60]2[CH:65]=[CH:64][CH:63]=[C:62]([Cl:66])[CH:61]=2)[N:54]=1)([CH3:52])([CH3:51])[CH3:50]. Product: [C:49]([C:53]1[CH:57]=[C:56]([CH2:58][NH:59][C:17](=[O:19])[CH:16]([C:13]2[CH:12]=[CH:11][C:10]([NH:9][C:1](=[O:8])[C:2]3[CH:3]=[CH:4][CH:5]=[CH:6][CH:7]=3)=[N:15][CH:14]=2)[CH3:20])[N:55]([C:60]2[CH:65]=[CH:64][CH:63]=[C:62]([Cl:66])[CH:61]=2)[N:54]=1)([CH3:52])([CH3:50])[CH3:51]. The catalyst class is: 35.